From a dataset of Forward reaction prediction with 1.9M reactions from USPTO patents (1976-2016). Predict the product of the given reaction. (1) The product is: [C:1]([O:5][C:6]([N:8]1[CH2:9][CH2:10][CH:11]([CH2:14][C:15]2[CH:20]=[C:19]([O:21][CH3:22])[CH:18]=[CH:17][C:16]=2[Br:23])[CH2:12][CH2:13]1)=[O:7])([CH3:3])([CH3:4])[CH3:2]. Given the reactants [C:1]([O:5][C:6]([N:8]1[CH2:13][CH2:12][C:11](=[CH:14][C:15]2[CH:20]=[C:19]([O:21][CH3:22])[CH:18]=[CH:17][C:16]=2[Br:23])[CH2:10][CH2:9]1)=[O:7])([CH3:4])([CH3:3])[CH3:2].C(OCC)(=O)C, predict the reaction product. (2) Given the reactants [O:1]1[CH2:3][C@H:2]1[CH2:4][O:5][C:6]1[C:18]2[C:17]3[C:12](=[CH:13][CH:14]=[CH:15][CH:16]=3)[NH:11][C:10]=2[CH:9]=[CH:8][CH:7]=1.[NH2:19][CH2:20][CH:21]1[CH2:26][CH2:25][N:24]([CH2:27][CH2:28][CH2:29][C:30]([F:33])([F:32])[F:31])[CH2:23][CH2:22]1, predict the reaction product. The product is: [CH:9]1[C:10]2[NH:11][C:12]3[C:17](=[CH:16][CH:15]=[CH:14][CH:13]=3)[C:18]=2[C:6]([O:5][CH2:4][C@@H:2]([OH:1])[CH2:3][NH:19][CH2:20][CH:21]2[CH2:26][CH2:25][N:24]([CH2:27][CH2:28][CH2:29][C:30]([F:33])([F:31])[F:32])[CH2:23][CH2:22]2)=[CH:7][CH:8]=1. (3) Given the reactants C([O-])([O-])=O.[Cs+].[Cs+].[OH:7][C:8]1[C:16]2[CH:15]=[C:14]([CH3:17])[S:13][C:12]=2[CH:11]=[C:10]([C:18]([O:20]CC)=O)[CH:9]=1.[F:23][C:24]1[CH:34]=[C:33](F)[CH:32]=[CH:31][C:25]=1[C:26]([N:28]([CH3:30])[CH3:29])=[O:27].[CH3:36][N:37]1[CH:41]=[CH:40][C:39]([NH2:42])=[N:38]1.CN(C(ON1N=NC2C=CC=NC1=2)=[N+](C)C)C.F[P-](F)(F)(F)(F)F, predict the reaction product. The product is: [CH3:29][N:28]([CH3:30])[C:26]([C:25]1[CH:31]=[CH:32][C:33]([O:7][C:8]2[C:16]3[CH:15]=[C:14]([CH3:17])[S:13][C:12]=3[CH:11]=[C:10]([C:18]([NH:42][C:39]3[CH:40]=[CH:41][N:37]([CH3:36])[N:38]=3)=[O:20])[CH:9]=2)=[CH:34][C:24]=1[F:23])=[O:27]. (4) Given the reactants F[C:2]1[CH:9]=[CH:8][C:5]([CH:6]=[O:7])=[CH:4][CH:3]=1.[Br:10][C:11]1[CH:16]=[CH:15][CH:14]=[CH:13][C:12]=1[SH:17].C(=O)([O-])[O-].[K+].[K+], predict the reaction product. The product is: [Br:10][C:11]1[CH:16]=[CH:15][CH:14]=[CH:13][C:12]=1[S:17][C:2]1[CH:9]=[CH:8][C:5]([CH:6]=[O:7])=[CH:4][CH:3]=1. (5) Given the reactants FC(F)(F)S(O)(=O)=O.[Br:9][C:10]1[N:15]2[CH:16]=[N:17][CH:18]=[C:14]2[C:13](=[O:19])[N:12](CC2C=CC(OC)=CC=2)[C:11]=1[Cl:29].FC(F)(F)C(O)=O.C1(OC)C=CC=CC=1, predict the reaction product. The product is: [Br:9][C:10]1[N:15]2[CH:16]=[N:17][CH:18]=[C:14]2[C:13]([OH:19])=[N:12][C:11]=1[Cl:29]. (6) Given the reactants [C:1]1([C:18]2[CH:23]=[CH:22][CH:21]=[CH:20][CH:19]=2)[CH:6]=[CH:5][C:4]([C@@:7]2([S:16][CH3:17])[CH2:11][NH:10][C@H:9]([C:12]([O:14][CH3:15])=[O:13])[CH2:8]2)=[CH:3][CH:2]=1.C(O)(C(F)(F)F)=O.[C:31]([O:35][C:36]([NH:38][C@@H:39]([C:43]([CH3:46])([CH3:45])[CH3:44])[C:40](O)=[O:41])=[O:37])([CH3:34])([CH3:33])[CH3:32].CN(C(ON1N=NC2C=CC=NC1=2)=[N+](C)C)C.F[P-](F)(F)(F)(F)F.C(N(CC)C(C)C)(C)C, predict the reaction product. The product is: [C:1]1([C:18]2[CH:23]=[CH:22][CH:21]=[CH:20][CH:19]=2)[CH:2]=[CH:3][C:4]([C@@:7]2([S:16][CH3:17])[CH2:11][N:10]([C:40](=[O:41])[C@@H:39]([NH:38][C:36]([O:35][C:31]([CH3:34])([CH3:33])[CH3:32])=[O:37])[C:43]([CH3:46])([CH3:45])[CH3:44])[C@H:9]([C:12]([O:14][CH3:15])=[O:13])[CH2:8]2)=[CH:5][CH:6]=1. (7) The product is: [Cl:1][C:2]1[CH:16]=[CH:15][C:5]([O:6][C:7]2[CH:14]=[CH:13][CH:12]=[CH:11][C:8]=2[CH2:9][NH:10][CH:27]2[CH2:28][CH2:29][N:24]([C:22]([CH:17]3[CH2:21][CH2:20][CH2:19][CH2:18]3)=[O:23])[CH2:25][CH2:26]2)=[CH:4][CH:3]=1. Given the reactants [Cl:1][C:2]1[CH:16]=[CH:15][C:5]([O:6][C:7]2[CH:14]=[CH:13][CH:12]=[CH:11][C:8]=2[CH2:9][NH2:10])=[CH:4][CH:3]=1.[CH:17]1([C:22]([N:24]2[CH2:29][CH2:28][C:27](=O)[CH2:26][CH2:25]2)=[O:23])[CH2:21][CH2:20][CH2:19][CH2:18]1.[BH-](OC(C)=O)(OC(C)=O)OC(C)=O.[Na+].C(O)(=O)C, predict the reaction product. (8) Given the reactants C([O:3][C:4](=[O:39])[CH2:5][N:6]1[CH:14]=[C:13]2[C:8]([CH2:9][CH2:10][C:11]3[C:17]4[C:18]([NH:22][C:23]5[CH:28]=[CH:27][C:26]([O:29][CH2:30][C:31]6[CH:36]=[CH:35][CH:34]=[C:33]([F:37])[CH:32]=6)=[C:25]([Cl:38])[CH:24]=5)=[N:19][CH:20]=[N:21][C:16]=4[S:15][C:12]=32)=[N:7]1)C.[OH-].[K+], predict the reaction product. The product is: [Cl:38][C:25]1[CH:24]=[C:23]([NH:22][C:18]2[C:17]3[C:11]4[CH2:10][CH2:9][C:8]5[C:13](=[CH:14][N:6]([CH2:5][C:4]([OH:39])=[O:3])[N:7]=5)[C:12]=4[S:15][C:16]=3[N:21]=[CH:20][N:19]=2)[CH:28]=[CH:27][C:26]=1[O:29][CH2:30][C:31]1[CH:36]=[CH:35][CH:34]=[C:33]([F:37])[CH:32]=1. (9) The product is: [NH2:10][C:11]1[C:12]([C:27]([NH:29][C:30]2[CH:31]=[N:32][CH:33]=[CH:34][C:35]=2[N:36]2[CH2:41][C@H:40]([CH3:42])[C@H:39]([N:43]3[CH:47]=[CH:46][N:45]=[N:44]3)[C@H:38]([NH2:48])[CH2:37]2)=[O:28])=[N:13][C:14]2[C:19]([CH:20]=1)=[CH:18][CH:17]=[C:16]([CH:21]1[CH2:26][CH2:25][O:24][CH2:23][CH2:22]1)[CH:15]=2. Given the reactants C(OC(=O)[NH:10][C:11]1[C:12]([C:27]([NH:29][C:30]2[CH:31]=[N:32][CH:33]=[CH:34][C:35]=2[N:36]2[CH2:41][C@H:40]([CH3:42])[C@H:39]([N:43]3[CH:47]=[CH:46][N:45]=[N:44]3)[C@H:38]([NH:48]C(OC(C)(C)C)=O)[CH2:37]2)=[O:28])=[N:13][C:14]2[C:19]([CH:20]=1)=[CH:18][CH:17]=[C:16]([C:21]1[CH2:22][CH2:23][O:24][CH2:25][CH:26]=1)[CH:15]=2)C1C=CC=CC=1.C1COCC1.Cl.O1CCOCC1, predict the reaction product. (10) The product is: [I:32][C:2]1[CH:26]=[CH:25][C:5]2[C:6]3[CH:12]=[CH:11][C:10]([S:13]([NH:16][C@@H:17]([CH:22]([CH3:24])[CH3:23])[C:18]([O:20][CH3:21])=[O:19])(=[O:15])=[O:14])=[CH:9][C:7]=3[O:8][C:4]=2[CH:3]=1. Given the reactants N[C:2]1[CH:26]=[CH:25][C:5]2[C:6]3[CH:12]=[CH:11][C:10]([S:13]([NH:16][C@@H:17]([CH:22]([CH3:24])[CH3:23])[C:18]([O:20][CH3:21])=[O:19])(=[O:15])=[O:14])=[CH:9][C:7]=3[O:8][C:4]=2[CH:3]=1.N([O-])=O.[Na+].[Na+].[I-:32], predict the reaction product.